Task: Predict the reaction yield, written as a fraction of the theoretical maximum amount of product (1.0 means a 100% yield; for example, 0.34 means a 34% yield).. Dataset: Reaction yield outcomes from USPTO patents with 853,638 reactions (1) No catalyst specified. The reactants are [OH:1][C:2]1[CH:3]=[C:4]([CH:9]=[CH:10][CH:11]=1)[C:5]([O:7][CH3:8])=[O:6].CC1C=CC(S(O[CH2:23][CH2:24][CH2:25][NH:26][C:27]2[C:28](=[O:44])[N:29]([C:40]([CH3:43])([CH3:42])[CH3:41])[S:30](=[O:39])(=[O:38])[C:31]=2[C:32]2[CH:37]=[CH:36][CH:35]=[CH:34][CH:33]=2)(=O)=O)=CC=1. The yield is 0.540. The product is [C:40]([N:29]1[C:28](=[O:44])[C:27]([NH:26][CH2:25][CH2:24][CH2:23][O:1][C:2]2[CH:3]=[C:4]([CH:9]=[CH:10][CH:11]=2)[C:5]([O:7][CH3:8])=[O:6])=[C:31]([C:32]2[CH:33]=[CH:34][CH:35]=[CH:36][CH:37]=2)[S:30]1(=[O:38])=[O:39])([CH3:41])([CH3:42])[CH3:43]. (2) The reactants are Cl.[F:2][C:3]([F:29])([F:28])[C:4]1[CH:5]=[C:6]([CH:21]=[C:22]([C:24]([F:27])([F:26])[F:25])[CH:23]=1)[CH2:7][O:8][C@H:9]1[CH2:14][CH2:13][NH:12][CH2:11][C@H:10]1[C:15]1[CH:20]=[CH:19][CH:18]=[CH:17][CH:16]=1.[C:30]1([N:36]=[C:37]=[O:38])[CH:35]=[CH:34][CH:33]=[CH:32][CH:31]=1. No catalyst specified. The product is [F:29][C:3]([F:2])([F:28])[C:4]1[CH:5]=[C:6]([CH:21]=[C:22]([C:24]([F:27])([F:25])[F:26])[CH:23]=1)[CH2:7][O:8][C@H:9]1[CH2:14][CH2:13][N:12]([C:37]([NH:36][C:30]2[CH:35]=[CH:34][CH:33]=[CH:32][CH:31]=2)=[O:38])[CH2:11][C@H:10]1[C:15]1[CH:16]=[CH:17][CH:18]=[CH:19][CH:20]=1. The yield is 0.670. (3) The yield is 0.980. The product is [F:13][C:14]1[CH:15]=[C:16]([CH:26]=[C:27]([F:29])[CH:28]=1)[CH2:17][S:10][C:7]1[N:6]=[C:5]([C:11]#[N:12])[C:4]([N+:1]([O-:3])=[O:2])=[CH:9][CH:8]=1. The reactants are [N+:1]([C:4]1[CH:9]=[CH:8][C:7](=[S:10])[NH:6][C:5]=1[C:11]#[N:12])([O-:3])=[O:2].[F:13][C:14]1[CH:15]=[C:16]([CH:26]=[C:27]([F:29])[CH:28]=1)[CH2:17]C(Br)C1C=CC=CC=1.C([O-])([O-])=O.[K+].[K+]. The catalyst is CC(C)=O. (4) The reactants are [Br:1][C:2]1[CH:3]=[C:4]([NH:10][C:11]2[N:16]=[CH:15][C:14]([N:17]3[CH2:22][CH2:21][N:20](C(OC(C)(C)C)=O)[CH2:19][C@H:18]3[CH3:30])=[CH:13][CH:12]=2)[C:5](=[O:9])[N:6]([CH3:8])[CH:7]=1.Cl.O1CCOCC1. The catalyst is CO. The product is [Br:1][C:2]1[CH:3]=[C:4]([NH:10][C:11]2[CH:12]=[CH:13][C:14]([N:17]3[CH2:22][CH2:21][NH:20][CH2:19][C@H:18]3[CH3:30])=[CH:15][N:16]=2)[C:5](=[O:9])[N:6]([CH3:8])[CH:7]=1. The yield is 0.950. (5) The reactants are [Br:1][C:2]1[C:3](Cl)=[N:4][C:5]([Cl:8])=[N:6][CH:7]=1.[CH3:10][O:11][C:12]1[CH:18]=[CH:17][CH:16]=[CH:15][C:13]=1[NH2:14].C(N(C(C)C)CC)(C)C.O. The catalyst is C(O)CCC. The product is [Br:1][C:2]1[C:3]([NH:14][C:13]2[CH:15]=[CH:16][CH:17]=[CH:18][C:12]=2[O:11][CH3:10])=[N:4][C:5]([Cl:8])=[N:6][CH:7]=1. The yield is 0.750. (6) The reactants are [N:1]([CH2:4][C@@H:5]1[CH2:9][CH2:8][CH2:7][N:6]1[C:10]([O:12][C:13]([CH3:16])([CH3:15])[CH3:14])=[O:11])=[N+:2]=[N-:3].[C:17]1([CH3:28])[CH:22]=[CH:21][C:20]([S:23]([C:26]#[N:27])(=[O:25])=[O:24])=[CH:19][CH:18]=1. No catalyst specified. The product is [C:10]([N:6]1[CH2:7][CH2:8][CH2:9][C@H:5]1[CH2:4][N:1]1[C:26]([S:23]([C:20]2[CH:21]=[CH:22][C:17]([CH3:28])=[CH:18][CH:19]=2)(=[O:25])=[O:24])=[N:27][N:3]=[N:2]1)([O:12][C:13]([CH3:16])([CH3:15])[CH3:14])=[O:11]. The yield is 0.910.